From a dataset of Kir2.1 potassium channel HTS with 301,493 compounds. Binary Classification. Given a drug SMILES string, predict its activity (active/inactive) in a high-throughput screening assay against a specified biological target. (1) The molecule is O1C23C(C(C1C=C3)C(=O)Nc1ccc(cc1)C(=O)C)C(=O)N(C2)CC(OCC)=O. The result is 0 (inactive). (2) The compound is S=C(Nc1ccc(cc1)C(OC)=O)Nc1ncccc1. The result is 0 (inactive). (3) The drug is S(=O)(=O)(NCC(=O)N\N=C(/c1cc([N+]([O-])=O)ccc1)C)c1ccc(cc1)C. The result is 0 (inactive). (4) The drug is O=C(N(Cc1ccccc1)C)CN1CCN(CC1)C(c1ccccc1)c1ccccc1. The result is 0 (inactive). (5) The result is 0 (inactive). The compound is s1c2c(nc1SCCOc1c(CC=C)cccc1)ccc([N+]([O-])=O)c2.